This data is from TCR-epitope binding with 47,182 pairs between 192 epitopes and 23,139 TCRs. The task is: Binary Classification. Given a T-cell receptor sequence (or CDR3 region) and an epitope sequence, predict whether binding occurs between them. (1) The epitope is KLGGALQAK. The TCR CDR3 sequence is CASSLGQTPYGYTF. Result: 1 (the TCR binds to the epitope). (2) The epitope is FLPRVFSAV. Result: 1 (the TCR binds to the epitope). The TCR CDR3 sequence is CASSLAGGSQETQYF. (3) The epitope is IPSINVHHY. The TCR CDR3 sequence is CASSQDVAGVYIEQYF. Result: 0 (the TCR does not bind to the epitope).